This data is from Full USPTO retrosynthesis dataset with 1.9M reactions from patents (1976-2016). The task is: Predict the reactants needed to synthesize the given product. Given the product [N:27]1[N:28]=[CH:21][N:7]2[CH:6]=[C:5]([CH:8]([C:15]3[CH:20]=[CH:19][CH:18]=[CH:17][CH:16]=3)[C:9]([CH3:14])([CH3:13])[C:10]([OH:12])=[O:11])[CH:4]=[CH:3][C:2]=12, predict the reactants needed to synthesize it. The reactants are: Cl[C:2]1[N:7]=[CH:6][C:5]([CH:8]([C:15]2[CH:20]=[CH:19][CH:18]=[CH:17][CH:16]=2)[C:9]([CH3:14])([CH3:13])[C:10]([OH:12])=[O:11])=[CH:4][CH:3]=1.[C:21](=O)([O-])[O-].[K+].[K+].[NH2:27][NH2:28].C(O)(C(F)(F)F)=O.